Dataset: Catalyst prediction with 721,799 reactions and 888 catalyst types from USPTO. Task: Predict which catalyst facilitates the given reaction. Reactant: [Cl:1][C:2]1[N:7]=[C:6]([NH:8]CC2C=CC(OC)=CC=2)[CH:5]=[C:4]([C:18]2[C:26]3[C:21](=[N:22][CH:23]=[CH:24][CH:25]=3)[N:20]([S:27]([C:30]3[CH:35]=[CH:34][CH:33]=[CH:32][CH:31]=3)(=[O:29])=[O:28])[CH:19]=2)[CH:3]=1.FC(F)(F)C(O)=O. Product: [Cl:1][C:2]1[N:7]=[C:6]([NH2:8])[CH:5]=[C:4]([C:18]2[C:26]3[C:21](=[N:22][CH:23]=[CH:24][CH:25]=3)[N:20]([S:27]([C:30]3[CH:31]=[CH:32][CH:33]=[CH:34][CH:35]=3)(=[O:28])=[O:29])[CH:19]=2)[CH:3]=1. The catalyst class is: 2.